Task: Predict the reactants needed to synthesize the given product.. Dataset: Full USPTO retrosynthesis dataset with 1.9M reactions from patents (1976-2016) Given the product [C:1]([C:5]1[CH:6]=[C:7]([NH:34][S:35]([CH3:38])(=[O:36])=[O:37])[C:8]([O:32][CH3:33])=[C:9]([NH:11][C:12]([C:14]2[S:18][C:17]3[C:19]([NH:43][C:56]([C:55]4[S:54][N:53]=[N:52][C:51]=4[CH3:50])=[O:57])=[CH:20][CH:21]=[CH:22][C:16]=3[CH:15]=2)=[O:13])[CH:10]=1)([CH3:3])([CH3:4])[CH3:2], predict the reactants needed to synthesize it. The reactants are: [C:1]([C:5]1[CH:6]=[C:7]([NH:34][S:35]([CH3:38])(=[O:37])=[O:36])[C:8]([O:32][CH3:33])=[C:9]([NH:11][C:12]([C:14]2[S:18][C:17]3[C:19](C4N=CC=CC=4C(N)=O)=[CH:20][CH:21]=[CH:22][C:16]=3[CH:15]=2)=[O:13])[CH:10]=1)([CH3:4])([CH3:3])[CH3:2].COC1C=[N:43]C=C(C=1)C(O)=O.[CH3:50][C:51]1[N:52]=[N:53][S:54][C:55]=1[C:56](Cl)=[O:57].